This data is from Full USPTO retrosynthesis dataset with 1.9M reactions from patents (1976-2016). The task is: Predict the reactants needed to synthesize the given product. (1) Given the product [OH:15][CH2:14][C:11]1[CH:10]=[CH:9][C:8]([O:7][CH2:6][CH:5]=[O:4])=[CH:13][CH:12]=1, predict the reactants needed to synthesize it. The reactants are: Cl.C([O:4][CH:5](OCC)[CH2:6][O:7][C:8]1[CH:13]=[CH:12][C:11]([CH2:14][OH:15])=[CH:10][CH:9]=1)C. (2) Given the product [CH2:23]([N:22]([CH2:21][C@H:18]1[CH2:19][CH2:20][C@H:15]([CH2:14][C:13]([O:12][CH2:10][CH3:11])=[O:25])[CH2:16][CH2:17]1)[C:2]1[C:3]([CH:8]=[O:9])=[N:4][CH:5]=[CH:6][CH:7]=1)[CH3:24], predict the reactants needed to synthesize it. The reactants are: F[C:2]1[C:3]([CH:8]=[O:9])=[N:4][CH:5]=[CH:6][CH:7]=1.[CH2:10]([O:12][C:13](=[O:25])[CH2:14][C@H:15]1[CH2:20][CH2:19][C@H:18]([CH2:21][NH:22][CH2:23][CH3:24])[CH2:17][CH2:16]1)[CH3:11].C(=O)([O-])[O-].[K+].[K+].C1(C)C=CC=CC=1. (3) Given the product [CH3:9][O:8][C:6](=[O:7])[C:5]1[CH:4]=[CH:3][C:2]([N:1]2[CH2:13][CH2:14][CH2:15][NH:16][C:17]2=[O:18])=[CH:11][CH:10]=1, predict the reactants needed to synthesize it. The reactants are: [NH2:1][C:2]1[CH:11]=[CH:10][C:5]([C:6]([O:8][CH3:9])=[O:7])=[CH:4][CH:3]=1.Cl[CH2:13][CH2:14][CH2:15][N:16]=[C:17]=[O:18].[H-].[Na+]. (4) Given the product [Cl:22][C:23]1[CH:28]=[CH:27][C:26]([S:29]([C:2]2[CH:3]=[CH:4][C:5]3[O:14][C:13]4[CH2:12][CH2:11][N:10]([C:15]([O:17][C:18]([CH3:21])([CH3:20])[CH3:19])=[O:16])[CH2:9][C:8]=4[C:6]=3[CH:7]=2)(=[O:31])=[O:30])=[CH:25][CH:24]=1, predict the reactants needed to synthesize it. The reactants are: Br[C:2]1[CH:3]=[CH:4][C:5]2[O:14][C:13]3[CH2:12][CH2:11][N:10]([C:15]([O:17][C:18]([CH3:21])([CH3:20])[CH3:19])=[O:16])[CH2:9][C:8]=3[C:6]=2[CH:7]=1.[Cl:22][C:23]1[CH:28]=[CH:27][C:26]([S:29]([O-:31])=[O:30])=[CH:25][CH:24]=1.[Na+]. (5) Given the product [CH:1]1[C:10]2[C:5](=[CH:6][CH:7]=[CH:8][CH:9]=2)[CH:4]=[CH:3][C:2]=1[C:11]([NH:13][C:14]1[CH:15]=[CH:16][C:17]([CH2:18][C:19]2[C:27]3[C:22](=[CH:23][CH:24]=[CH:25][CH:26]=3)[N:21]([CH2:28][C:29]([OH:31])=[O:30])[C:20]=2[CH3:34])=[CH:35][CH:36]=1)=[O:12], predict the reactants needed to synthesize it. The reactants are: [CH:1]1[C:10]2[C:5](=[CH:6][CH:7]=[CH:8][CH:9]=2)[CH:4]=[CH:3][C:2]=1[C:11]([NH:13][C:14]1[CH:36]=[CH:35][C:17]([CH2:18][C:19]2[C:27]3[C:22](=[CH:23][CH:24]=[CH:25][CH:26]=3)[N:21]([CH2:28][C:29]([O:31]CC)=[O:30])[C:20]=2[CH3:34])=[CH:16][CH:15]=1)=[O:12].O.[OH-].[Li+].O1CCCC1.CO.